Dataset: Full USPTO retrosynthesis dataset with 1.9M reactions from patents (1976-2016). Task: Predict the reactants needed to synthesize the given product. (1) Given the product [CH2:1]([N:8]1[C:20]2[CH:19]=[C:18]([C:21]3[C:22]([CH3:27])=[N:23][O:24][C:25]=3[CH3:26])[CH:17]=[C:16]([C:28]([NH2:29])=[O:35])[C:15]=2[C:14]2[C:9]1=[CH:10][C:11]([C:30]([OH:33])([CH3:31])[CH3:32])=[CH:12][CH:13]=2)[C:2]1[CH:3]=[CH:4][CH:5]=[CH:6][CH:7]=1, predict the reactants needed to synthesize it. The reactants are: [CH2:1]([N:8]1[C:20]2[CH:19]=[C:18]([C:21]3[C:22]([CH3:27])=[N:23][O:24][C:25]=3[CH3:26])[CH:17]=[C:16]([C:28]#[N:29])[C:15]=2[C:14]2[C:9]1=[CH:10][C:11]([C:30]([OH:33])([CH3:32])[CH3:31])=[CH:12][CH:13]=2)[C:2]1[CH:7]=[CH:6][CH:5]=[CH:4][CH:3]=1.C([O-])([O-])=[O:35].[K+].[K+].OO. (2) The reactants are: [CH2:1]([O:8][C@@H:9]1[CH2:13][CH2:12][CH2:11][C@@H:10]1[N:14]1C(=O)C2C(=CC=CC=2)C1=O)[C:2]1[CH:7]=[CH:6][CH:5]=[CH:4][CH:3]=1.C(O)(=O)C.O.NN. Given the product [CH2:1]([O:8][C@@H:9]1[CH2:13][CH2:12][CH2:11][C@@H:10]1[NH2:14])[C:2]1[CH:7]=[CH:6][CH:5]=[CH:4][CH:3]=1, predict the reactants needed to synthesize it.